From a dataset of NCI-60 drug combinations with 297,098 pairs across 59 cell lines. Regression. Given two drug SMILES strings and cell line genomic features, predict the synergy score measuring deviation from expected non-interaction effect. (1) Drug 1: CN1CCC(CC1)COC2=C(C=C3C(=C2)N=CN=C3NC4=C(C=C(C=C4)Br)F)OC. Drug 2: C1CCC(C1)C(CC#N)N2C=C(C=N2)C3=C4C=CNC4=NC=N3. Cell line: HL-60(TB). Synergy scores: CSS=-8.91, Synergy_ZIP=11.1, Synergy_Bliss=13.5, Synergy_Loewe=1.04, Synergy_HSA=-0.478. (2) Drug 1: C1=NNC2=C1C(=O)NC=N2. Drug 2: B(C(CC(C)C)NC(=O)C(CC1=CC=CC=C1)NC(=O)C2=NC=CN=C2)(O)O. Cell line: OVCAR-4. Synergy scores: CSS=59.8, Synergy_ZIP=0.151, Synergy_Bliss=1.69, Synergy_Loewe=-24.3, Synergy_HSA=1.17. (3) Drug 1: C1=C(C(=O)NC(=O)N1)F. Drug 2: C1CC(=O)NC(=O)C1N2C(=O)C3=CC=CC=C3C2=O. Cell line: K-562. Synergy scores: CSS=44.3, Synergy_ZIP=-7.07, Synergy_Bliss=-14.2, Synergy_Loewe=-19.9, Synergy_HSA=-14.6. (4) Drug 1: CC12CCC(CC1=CCC3C2CCC4(C3CC=C4C5=CN=CC=C5)C)O. Drug 2: CC1=C(C(CCC1)(C)C)C=CC(=CC=CC(=CC(=O)O)C)C. Cell line: HCT-15. Synergy scores: CSS=10.9, Synergy_ZIP=-1.29, Synergy_Bliss=3.77, Synergy_Loewe=1.23, Synergy_HSA=1.11. (5) Drug 1: C1CCN(CC1)CCOC2=CC=C(C=C2)C(=O)C3=C(SC4=C3C=CC(=C4)O)C5=CC=C(C=C5)O. Drug 2: CC1=C2C(C(=O)C3(C(CC4C(C3C(C(C2(C)C)(CC1OC(=O)C(C(C5=CC=CC=C5)NC(=O)C6=CC=CC=C6)O)O)OC(=O)C7=CC=CC=C7)(CO4)OC(=O)C)O)C)OC(=O)C. Cell line: SF-268. Synergy scores: CSS=49.3, Synergy_ZIP=6.37, Synergy_Bliss=9.48, Synergy_Loewe=-6.79, Synergy_HSA=3.89. (6) Drug 1: C1CCC(C1)C(CC#N)N2C=C(C=N2)C3=C4C=CNC4=NC=N3. Drug 2: B(C(CC(C)C)NC(=O)C(CC1=CC=CC=C1)NC(=O)C2=NC=CN=C2)(O)O. Cell line: MDA-MB-231. Synergy scores: CSS=11.6, Synergy_ZIP=-0.776, Synergy_Bliss=2.42, Synergy_Loewe=4.85, Synergy_HSA=3.04. (7) Drug 1: C(CC(=O)O)C(=O)CN.Cl. Drug 2: COC1=C2C(=CC3=C1OC=C3)C=CC(=O)O2. Cell line: BT-549. Synergy scores: CSS=11.5, Synergy_ZIP=-5.34, Synergy_Bliss=-1.36, Synergy_Loewe=-3.00, Synergy_HSA=-2.82. (8) Drug 2: C(CC(=O)O)C(=O)CN.Cl. Cell line: U251. Synergy scores: CSS=11.1, Synergy_ZIP=-4.67, Synergy_Bliss=-0.936, Synergy_Loewe=0.365, Synergy_HSA=1.74. Drug 1: CN1C(=O)N2C=NC(=C2N=N1)C(=O)N.